This data is from Experimental lipophilicity measurements (octanol/water distribution) for 4,200 compounds from AstraZeneca. The task is: Regression/Classification. Given a drug SMILES string, predict its absorption, distribution, metabolism, or excretion properties. Task type varies by dataset: regression for continuous measurements (e.g., permeability, clearance, half-life) or binary classification for categorical outcomes (e.g., BBB penetration, CYP inhibition). For this dataset (lipophilicity_astrazeneca), we predict Y. (1) The compound is CCN(C)C(=O)c1ccc(C(=C2CCN(Cc3cscn3)CC2)c2cccc3cccnc23)cc1. The Y is 2.65 logD. (2) The molecule is N#CC1(NC(=O)[C@@H]2CCCC[C@H]2C(=O)N2CCN(c3nc(C(F)(F)F)cs3)CC2)CC1. The Y is 2.40 logD. (3) The compound is Oc1ccc2c3c1O[C@H]1c4[nH]c5ccccc5c4C[C@@]4(O)[C@@H](C2)N(CC2CC2)CC[C@]314. The Y is 2.70 logD. (4) The molecule is COc1ccc(Cc2nccc3cc(OC)c(OC)cc23)cc1OC. The Y is 2.81 logD. (5) The molecule is O=C(c1ccccc1)C(O)c1ccccc1. The Y is 2.13 logD. (6) The drug is CN(C)c1ccnc2sc3c(=O)n(-c4ccccc4)cnc3c12. The Y is 2.34 logD.